Dataset: B-cell epitopes from IEDB database with 3,159 antigens for binding position prediction. Task: Token-level Classification. Given an antigen amino acid sequence, predict which amino acid positions are active epitope sites capable of antibody binding. Output is a list of indices for active positions. (1) The epitope positions are: [174, 175, 176, 177, 178, 179]. The amino acids at these positions are: SPVPQD. Given the antigen sequence: MARLLTTCCLLALLLAACTDVALSKKGKGKPSGGGWGAGSHRQPSYPRQPGYPHNPGYPHNPGYPHNPGYPHNPGYPQNPGYPHNPGYPGWGQGYNPSSGGSYHNQKPWKPPKTNFKHVAGAAAAGAVVGGLGGYAMGRVMSGMNYHFDRPDEYRWWSENSARYPNRVYYRDYSSPVPQDVFVADCFNITVTEYSIGPAAKKNTSEAVAAANQTEVEMENKVVTKVIREMCVQQYREYRLASGIQLHPADTWLAVLLLLLTTLFAMH, which amino acid positions are active epitope sites? (2) Given the antigen sequence: MHGRRPPRSAALLLLLLLLTAAAAAQDRDLRQPGPKGQKGEPGDIKDVVGPRGPPGPQGPAGEQGQRGDRGEKGEKGAPGPRGRDGEPGTPGNPGPPGPPGPPGPPGLGGNFAAQMAGGFDEKAGGAQMGVMQGPMGPMGPRGPPGPTGAPGPQGFQGNPGEPGEPGAAGPMGPRGPPGPPGKPGDDGETGKPGKSGERGPPGPQGARGFPGTPGLPGVKGHRGYPGLDGAKGEAGAPGAKGESGSPGENGSPGPMGPRGLPGERGRPGPSGAAGARGNDGLPGPAGPPGPVGPAGAPGFPGAPGSKGEAGPTGARGPEGAQGPRGESGTPGSPGPAGAPGNPGTDGIPGAKGSAGAPGIAGAPGFPGPRGPPGPQGATGPLGPKGQTGEPGIAGFKGEQGPKGETGPAGPQGAPGPAGEEGKRGARGEPGAAGPVGPPGERGAPGNRGFPGQDGLAGPKGAPGERGPAGLAGPKGATGDPGRPGEPGLPGARGLTGRPG..., which amino acid positions are active epitope sites? The epitope positions are: [392, 393, 394, 395, 396, 397, 398, 399, 400, 401, 402]. The amino acids at these positions are: IAGFKGEQGPK. (3) Given the antigen sequence: MTTRTKGRGHTVATTQNDRMPGPELSGWISEQLMTGRIPVSDIFCDIENNPGLCYASQMQQTKPNPKMRNSQTQTDPICNHSFEEVVQTLASLATVVQQQTIASESLEQRITSLENGLKPVYDMAKTISSLNRVCAEMVAKYDLLVMTTGRATATTAATEAYWAEHGQPPPGPSLYEESAIRGKIESRDETVPQSVREAFNNLDSTTSLTEENFGKPDISAKDLRNIMYDHLPGFGTAFHQLVQVICKLGKDSNSLDIIHAEFQASLAEGDSPQCALIQITKRVPIFQDAAPPVIHIRSRGDIPRACQKSLRPVPPSPKIDRGWVCVFQLQDGKTLGLKI, which amino acid positions are active epitope sites? The epitope positions are: [88, 89, 90, 91, 92, 93, 94, 95, 96, 97, 98, 99, 100, 101, 102]. The amino acids at these positions are: TLASLATVVQQQTIA. (4) Given the antigen sequence: MIKSVIAGAVAMAVVSFGVNAAPTIPQGQGKVTFNGTVVDAPCSISQKSADQSIDFGQLSKSFPEAGGVSKPMDLDIELVNCDITAFKGGNGAQKGTVKLAFTGPIVNGHSDELDTNGGTGTAIVVQGAGKNVVFDGSEGDANTLKDGENVLHYTAVVKKSSAVGAAVTEGAFSAVANFNLTYQ, which amino acid positions are active epitope sites? The epitope positions are: [25, 26, 27, 28, 29, 30, 31, 32]. The amino acids at these positions are: PQGQGKVT. (5) Given the antigen sequence: MKKIMLVFITLILVSLPIAQQTEAKDASAFNKENSISSMAPPASPPASPKTPIEKKHADEIDKYIQGLDYNKNNVLVYHGDAVTNVPPRKGYKDGNEYIVVEKKKKSINQNNADIQVVNAISSLTYPGALVKANSELVENQPDVLPVKRDSLTLSIDLPGMTNQDNKIVVKNATKSNVNNAVNTLVERWNEKYAQAYPNVSAKIDYDDEMAYSESQLIAKFGTAFKAVNNSLNVNFGAISEGKMQEEVISFKQIYYNVNVNEPTRPSRFFGKAVTKEQLQALGVNAENPPAYISSVAYGRQVYLKLSTNSHSTKVKAAFDAAVSGKSVSGDVELTNIIKNSSFKAVIYGGSAKDEVQIIDGNLGDLRDILKKGATFNRETPGVPIAYTTNFLKDNELAVIKNNSEYIETTSKAYTDGKINIDHSGGYVAQFNISWDEVNYDPEGNEIVQHKNWSENNKSKLAHFTSSIYLPGNARNINVYAKECTGLAWEWWRTVIDDRN..., which amino acid positions are active epitope sites? The epitope positions are: [188, 189, 190, 191, 192, 193, 194]. The amino acids at these positions are: WNEKYAQ. (6) Given the antigen sequence: MNLSLSKGGRPTSVKNRAWHYCQMAWRGMCHQKTLSRLAAFSPLLLLGMGQMAHATDLLAGGKDDVKATFGADSFVIMCIYIAEIVIGVATYIKTKNLLILLGLVVVIVFTTVGLTFVQ, which amino acid positions are active epitope sites? The epitope positions are: [55, 56, 57, 58, 59, 60, 61, 62]. The amino acids at these positions are: TDLLAGGK.